This data is from Forward reaction prediction with 1.9M reactions from USPTO patents (1976-2016). The task is: Predict the product of the given reaction. (1) Given the reactants [N+:1]([C:4]1[CH:13]=[CH:12][C:7](/[CH:8]=[CH:9]/[CH2:10]Cl)=[CH:6][CH:5]=1)([O-:3])=[O:2].[NH2:14][C:15]1[CH:20]=[CH:19][CH:18]=[CH:17][C:16]=1[SH:21].C(=O)([O-])[O-].[Na+].[Na+], predict the reaction product. The product is: [N+:1]([C:4]1[CH:13]=[CH:12][C:7](/[CH:8]=[CH:9]/[C:10]2[S:21][C:16]3[CH:17]=[CH:18][CH:19]=[CH:20][C:15]=3[N:14]=2)=[CH:6][CH:5]=1)([O-:3])=[O:2]. (2) Given the reactants P(Cl)(Cl)(Cl)=O.[CH3:6][N:7]1[C:11]([CH2:12][O:13][C:14]2[N:19]=[CH:18][C:17]([C:20]([NH2:22])=O)=[CH:16][CH:15]=2)=[C:10]([C:23]2[O:27][N:26]=[C:25]([C:28]3[CH:33]=[CH:32][C:31]([S:34](=[O:37])(=[O:36])[NH2:35])=[CH:30][CH:29]=3)[N:24]=2)[CH:9]=[N:8]1, predict the reaction product. The product is: [C:20]([C:17]1[CH:16]=[CH:15][C:14]([O:13][CH2:12][C:11]2[N:7]([CH3:6])[N:8]=[CH:9][C:10]=2[C:23]2[O:27][N:26]=[C:25]([C:28]3[CH:33]=[CH:32][C:31]([S:34]([NH2:35])(=[O:37])=[O:36])=[CH:30][CH:29]=3)[N:24]=2)=[N:19][CH:18]=1)#[N:22]. (3) Given the reactants F[C:2]1[CH:10]=[CH:9][C:8]([N+:11]([O-:13])=[O:12])=[C:7]2[C:3]=1[CH2:4][N:5]([CH3:15])[C:6]2=[O:14].C(=O)([O-])[O-].[K+].[K+].C(N(CC)CC)C.[C:29]([O:33][C:34]([N:36]1[CH2:41][CH2:40][NH:39][CH2:38][CH2:37]1)=[O:35])([CH3:32])([CH3:31])[CH3:30], predict the reaction product. The product is: [C:29]([O:33][C:34]([N:36]1[CH2:41][CH2:40][N:39]([C:2]2[CH:10]=[CH:9][C:8]([N+:11]([O-:13])=[O:12])=[C:7]3[C:3]=2[CH2:4][N:5]([CH3:15])[C:6]3=[O:14])[CH2:38][CH2:37]1)=[O:35])([CH3:32])([CH3:30])[CH3:31]. (4) Given the reactants ClC1C=CC(C2N(CC3C=CC(CCC(O)=O)=CC=3)C3C=C(F)C(F)=CC=3N=2)=C(OCC2CCCC2)C=1.C1([CH2:44][N:45]2[C:49]3[CH:50]=[C:51]([F:55])[C:52]([F:54])=[CH:53][C:48]=3[N:47]=[C:46]2[C:56]2[CH:61]=[CH:60][CH:59]=[CH:58][C:57]=2[O:62][CH2:63]C2C=CC(C3NN=NN=3)=CC=2F)CCCCC1.BrC[C:78]1[CH:85]=[CH:84][C:81]([C:82]#[N:83])=[CH:80][C:79]=1[F:86], predict the reaction product. The product is: [F:54][C:52]1[C:51]([F:55])=[CH:50][C:49]2[N:45]([CH2:44][C:78]3[CH:85]=[CH:84][C:81]([C:82]#[N:83])=[CH:80][C:79]=3[F:86])[C:46]([C:56]3[CH:61]=[CH:60][CH:59]=[CH:58][C:57]=3[O:62][CH3:63])=[N:47][C:48]=2[CH:53]=1.